From a dataset of Full USPTO retrosynthesis dataset with 1.9M reactions from patents (1976-2016). Predict the reactants needed to synthesize the given product. Given the product [Cl:9][C:10]1[CH:11]=[C:12]([C:13]2[N:1]([C:3]3[CH:4]=[N:5][CH:6]=[CH:7][CH:8]=3)[N:2]=[C:21]([CH3:22])[C:15]=2[CH2:16][C:17]([O:19][CH3:20])=[O:18])[CH:24]=[CH:25][CH:26]=1, predict the reactants needed to synthesize it. The reactants are: [NH:1]([C:3]1[CH:4]=[N:5][CH:6]=[CH:7][CH:8]=1)[NH2:2].[Cl:9][C:10]1[CH:11]=[C:12]([CH:24]=[CH:25][CH:26]=1)[C:13]([CH:15]([C:21](=O)[CH3:22])[CH2:16][C:17]([O:19][CH3:20])=[O:18])=O.